Task: Predict the product of the given reaction.. Dataset: Forward reaction prediction with 1.9M reactions from USPTO patents (1976-2016) (1) The product is: [Cl:17][C:10]1[O:11][C:7]([C:1]2[CH:2]=[CH:3][CH:4]=[CH:5][CH:6]=2)=[CH:8][N:9]=1. Given the reactants [C:1]1([C:7]2[O:11][CH:10]=[N:9][CH:8]=2)[CH:6]=[CH:5][CH:4]=[CH:3][CH:2]=1.[Li]CCCC.[Cl:17]C(Cl)(Cl)C(Cl)(Cl)Cl, predict the reaction product. (2) Given the reactants [C:1]([O:5][C:6]([N:8]([CH3:15])[CH2:9][CH2:10][CH2:11][C:12]([OH:14])=O)=[O:7])([CH3:4])([CH3:3])[CH3:2].CN1CCOCC1.ClC(OCC(C)C)=O.[NH2:31][C:32]1[N:64]=[C:35]2[C:36]([C:54]3[CH:59]=[CH:58][CH:57]=[C:56]([C:60]([F:63])([F:62])[F:61])[CH:55]=3)=[C:37]([CH3:53])[C:38]([C:40]3[N:44]([C:45]4[CH:52]=[CH:51][C:48]([C:49]#[N:50])=[CH:47][CH:46]=4)[N:43]=[CH:42][CH:41]=3)=[CH:39][N:34]2[N:33]=1.C(OC(N(C)CCCC(OC(OCC(C)C)=O)=O)=O)(C)(C)C, predict the reaction product. The product is: [C:1]([O:5][C:6](=[O:7])[N:8]([CH2:9][CH2:10][CH2:11][C:12](=[O:14])[NH:31][C:32]1[N:64]=[C:35]2[C:36]([C:54]3[CH:59]=[CH:58][CH:57]=[C:56]([C:60]([F:62])([F:63])[F:61])[CH:55]=3)=[C:37]([CH3:53])[C:38]([C:40]3[N:44]([C:45]4[CH:52]=[CH:51][C:48]([C:49]#[N:50])=[CH:47][CH:46]=4)[N:43]=[CH:42][CH:41]=3)=[CH:39][N:34]2[N:33]=1)[CH3:15])([CH3:2])([CH3:3])[CH3:4]. (3) Given the reactants [OH:1][C:2]([CH3:35])([CH3:34])[CH2:3][C@@:4]1([C:28]2[CH:33]=[CH:32][CH:31]=[CH:30][CH:29]=2)[O:9][C:8](=[O:10])[N:7]([C@H:11]([C:13]2[CH:18]=[CH:17][C:16]([C:19]#[C:20][Si](CC)(CC)CC)=[CH:15][CH:14]=2)[CH3:12])[CH2:6][CH2:5]1.[F-].C([N+](CC)(CC)CC)C, predict the reaction product. The product is: [C:19]([C:16]1[CH:15]=[CH:14][C:13]([C@@H:11]([N:7]2[CH2:6][CH2:5][C@:4]([CH2:3][C:2]([OH:1])([CH3:34])[CH3:35])([C:28]3[CH:29]=[CH:30][CH:31]=[CH:32][CH:33]=3)[O:9][C:8]2=[O:10])[CH3:12])=[CH:18][CH:17]=1)#[CH:20]. (4) Given the reactants [F:1][C:2]1[CH:3]=[C:4]([CH:6]=[CH:7][C:8]=1[O:9][C:10]1[C:19]2[C:14](=[CH:15][C:16]([O:22][CH2:23][CH2:24][CH2:25][N:26]3[CH2:31][CH2:30][O:29][CH2:28][CH2:27]3)=[C:17]([O:20][CH3:21])[CH:18]=2)[N:13]=[CH:12][CH:11]=1)[NH2:5].[CH3:32][N:33]1[C:37]([CH3:38])=[CH:36][C:35]([C:39](Cl)=[O:40])=[N:34]1, predict the reaction product. The product is: [F:1][C:2]1[CH:3]=[C:4]([NH:5][C:39]([C:35]2[CH:36]=[C:37]([CH3:38])[N:33]([CH3:32])[N:34]=2)=[O:40])[CH:6]=[CH:7][C:8]=1[O:9][C:10]1[C:19]2[C:14](=[CH:15][C:16]([O:22][CH2:23][CH2:24][CH2:25][N:26]3[CH2:31][CH2:30][O:29][CH2:28][CH2:27]3)=[C:17]([O:20][CH3:21])[CH:18]=2)[N:13]=[CH:12][CH:11]=1. (5) Given the reactants C([C:3]1[CH:8]=[CH:7][CH:6]=[CH:5][C:4]=1[C:9]1[CH:14]=[CH:13][C:12]([CH2:15][N:16]2[C:21](=[O:22])[C:20]([C:23](O)=[O:24])=[C:19]([CH2:26][CH3:27])[N:18]=[C:17]2[CH2:28][CH2:29][CH3:30])=[CH:11][CH:10]=1)#N.[NH:31]1[CH2:36][CH2:35][O:34][CH2:33][CH2:32]1.Cl.[CH3:38][N:39](C)CCCN=C=NCC.O.ON1C2C=CC=CC=2N=N1, predict the reaction product. The product is: [CH2:26]([C:19]1[N:18]=[C:17]([CH2:28][CH2:29][CH3:30])[N:16]([CH2:15][C:12]2[CH:13]=[C:14]([C:38]#[N:39])[C:9]([C:4]3[CH:5]=[CH:6][CH:7]=[CH:8][CH:3]=3)=[CH:10][CH:11]=2)[C:21](=[O:22])[C:20]=1[C:23]([N:31]1[CH2:36][CH2:35][O:34][CH2:33][CH2:32]1)=[O:24])[CH3:27]. (6) The product is: [N:29]1([CH:27]([C:3]2[N:4]=[C:5]([CH2:24][CH2:25][CH3:26])[N:6]([CH2:9][C:10]3[CH:15]=[CH:14][C:13]([C:16]4[C:17]([C:22]#[N:23])=[CH:18][CH:19]=[CH:20][CH:21]=4)=[CH:12][CH:11]=3)[C:7](=[O:8])[CH:2]=2)[CH3:28])[CH2:34][CH2:33][O:32][CH2:31][CH2:30]1. Given the reactants Br[C:2]1[C:7](=[O:8])[N:6]([CH2:9][C:10]2[CH:15]=[CH:14][C:13]([C:16]3[C:17]([C:22]#[N:23])=[CH:18][CH:19]=[CH:20][CH:21]=3)=[CH:12][CH:11]=2)[C:5]([CH2:24][CH2:25][CH3:26])=[N:4][C:3]=1[CH2:27][CH3:28].[NH:29]1[CH2:34][CH2:33][O:32][CH2:31][CH2:30]1, predict the reaction product. (7) The product is: [Cl:1][C:2]1[CH:3]=[C:4]([C:12]2[O:16][N:15]=[C:14]([C:17]3[CH:25]=[C:24]4[C:20]([C:21]([CH2:26][CH2:27][C:28]([OH:30])=[O:29])=[CH:22][NH:23]4)=[CH:19][C:18]=3[F:33])[N:13]=2)[CH:5]=[N:6][C:7]=1[O:8][CH:9]([CH3:11])[CH3:10]. Given the reactants [Cl:1][C:2]1[CH:3]=[C:4]([C:12]2[O:16][N:15]=[C:14]([C:17]3[CH:25]=[C:24]4[C:20]([C:21]([CH2:26][CH2:27][C:28]([O:30]CC)=[O:29])=[CH:22][NH:23]4)=[CH:19][C:18]=3[F:33])[N:13]=2)[CH:5]=[N:6][C:7]=1[O:8][CH:9]([CH3:11])[CH3:10].[OH-].[Na+].Cl, predict the reaction product.